This data is from Catalyst prediction with 721,799 reactions and 888 catalyst types from USPTO. The task is: Predict which catalyst facilitates the given reaction. (1) Reactant: Cl.[N:2]1[CH:7]=[CH:6][CH:5]=[C:4]([C:8]2[CH2:12][CH:11]([C:13](Cl)=[O:14])[O:10][N:9]=2)[CH:3]=1.C(N(CC)CC)C.[OH:23][N:24]=[C:25]([C:33]1[CH:38]=[CH:37][CH:36]=[CH:35][CH:34]=1)[C:26]1[CH:31]=[CH:30][C:29]([NH2:32])=[CH:28][CH:27]=1.O. Product: [OH:23]/[N:24]=[C:25](\[C:33]1[CH:34]=[CH:35][CH:36]=[CH:37][CH:38]=1)/[C:26]1[CH:27]=[CH:28][C:29]([NH:32][C:13]([CH:11]2[O:10][N:9]=[C:8]([C:4]3[CH:3]=[N:2][CH:7]=[CH:6][CH:5]=3)[CH2:12]2)=[O:14])=[CH:30][CH:31]=1. The catalyst class is: 1. (2) Reactant: Cl[CH:2]([CH:16]1[CH2:20][CH2:19][CH2:18][S:17]1(=[O:22])=[O:21])[C:3]1[CH:8]=[CH:7][C:6]([CH:9]([CH3:15])[C:10]([O:12][CH2:13][CH3:14])=[O:11])=[CH:5][CH:4]=1.N12CCCN=C1CCCCC2. Product: [O:21]=[S:17]1(=[O:22])[CH2:18][CH2:19][CH2:20][C:16]1=[CH:2][C:3]1[CH:8]=[CH:7][C:6]([CH:9]([CH3:15])[C:10]([O:12][CH2:13][CH3:14])=[O:11])=[CH:5][CH:4]=1. The catalyst class is: 48. (3) Reactant: [CH3:1][CH:2]([NH2:9])[C:3]1[CH:8]=[CH:7][CH:6]=[CH:5][CH:4]=1.C(N(CC)CC)C.C[Si](Cl)(C)C.Cl.C(N(CC)CC)C.C([Li])CCC.[CH3:35][O:36][C:37](=[O:49])[CH:38]=[CH:39][C:40]1[O:41][C:42]2[CH:48]=[CH:47][CH:46]=[CH:45][C:43]=2[CH:44]=1. Product: [CH3:35][O:36][C:37](=[O:49])[CH2:38][CH:39]([NH:9][CH:2]([CH3:1])[C:3]1[CH:8]=[CH:7][CH:6]=[CH:5][CH:4]=1)[C:40]1[O:41][C:42]2[CH:48]=[CH:47][CH:46]=[CH:45][C:43]=2[CH:44]=1. The catalyst class is: 1. (4) Reactant: [CH3:1][O:2][C:3]1[CH:12]=[C:11]([N:13](C)[C:14](=O)C)[C:10]([N+:18]([O-:20])=[O:19])=[CH:9][C:4]=1[C:5]([O:7]C)=[O:6].[OH-].[Na+]. Product: [CH3:1][O:2][C:3]1[CH:12]=[C:11]([NH:13][CH3:14])[C:10]([N+:18]([O-:20])=[O:19])=[CH:9][C:4]=1[C:5]([OH:7])=[O:6]. The catalyst class is: 14.